This data is from Full USPTO retrosynthesis dataset with 1.9M reactions from patents (1976-2016). The task is: Predict the reactants needed to synthesize the given product. The reactants are: [CH3:1][O:2][C:3]1[CH:4]=[C:5]2[C:10](=[CH:11][C:12]=1[O:13][CH3:14])[N:9]=[CH:8][N:7]=[C:6]2[O:15][C:16]1[CH:22]=[CH:21][C:19]([NH2:20])=[CH:18][CH:17]=1.ClC(Cl)(O[C:27](=[O:33])OC(Cl)(Cl)Cl)Cl.[CH2:35]([N:42]1[CH2:46][CH2:45][C@H:44]([NH2:47])[CH2:43]1)[C:36]1[CH:41]=[CH:40][CH:39]=[CH:38][CH:37]=1.C(=O)([O-])O.[Na+]. Given the product [CH2:35]([N:42]1[CH2:46][CH2:45][C@H:44]([NH:47][C:27]([NH:20][C:19]2[CH:21]=[CH:22][C:16]([O:15][C:6]3[C:5]4[C:10](=[CH:11][C:12]([O:13][CH3:14])=[C:3]([O:2][CH3:1])[CH:4]=4)[N:9]=[CH:8][N:7]=3)=[CH:17][CH:18]=2)=[O:33])[CH2:43]1)[C:36]1[CH:37]=[CH:38][CH:39]=[CH:40][CH:41]=1, predict the reactants needed to synthesize it.